From a dataset of Forward reaction prediction with 1.9M reactions from USPTO patents (1976-2016). Predict the product of the given reaction. (1) Given the reactants [C:1]([C:5]1[N:6]=[C:7]([N:21]2[CH2:25][CH2:24][C@H:23]([OH:26])[CH2:22]2)[C:8]2[C:9](=[N:11][N:12]([CH2:14][C:15]3C(C)=NO[N:16]=3)[N:13]=2)[N:10]=1)([CH3:4])([CH3:3])[CH3:2].C(C1N=C(N2CC[C@H](OC(=O)C(F)(F)F)C2)C2N=NNC=2N=1)(C)(C)C.ClCC1[O:58][N:57]=[C:56]([CH3:59])N=1, predict the reaction product. The product is: [C:1]([C:5]1[N:6]=[C:7]([N:21]2[CH2:25][CH2:24][C@H:23]([OH:26])[CH2:22]2)[C:8]2[C:9](=[N:11][N:12]([CH2:14][C:15]3[O:58][N:57]=[C:56]([CH3:59])[N:16]=3)[N:13]=2)[N:10]=1)([CH3:2])([CH3:3])[CH3:4]. (2) The product is: [Cl:1][C:2]1[CH:22]=[CH:21][C:5]2[N:6]([CH2:35][C:34]3[CH:37]=[CH:38][C:31]([O:30][CH3:29])=[CH:32][CH:33]=3)[C:7](=[O:20])[CH:8]([CH2:12][C:13]3[CH:18]=[CH:17][CH:16]=[CH:15][C:14]=3[Cl:19])[NH:9][C:10](=[O:11])[C:4]=2[CH:3]=1. Given the reactants [Cl:1][C:2]1[CH:22]=[CH:21][C:5]2[NH:6][C:7](=[O:20])[CH:8]([CH2:12][C:13]3[CH:18]=[CH:17][CH:16]=[CH:15][C:14]=3[Cl:19])[NH:9][C:10](=[O:11])[C:4]=2[CH:3]=1.C(=O)([O-])[O-].[K+].[K+].[CH3:29][O:30][C:31]1[CH:38]=[CH:37][C:34]([CH2:35]Cl)=[CH:33][CH:32]=1.O, predict the reaction product. (3) Given the reactants [CH3:1][C:2]1[N:11]=[C:10]2[C:5]([C:6](=[O:12])[CH2:7][CH2:8][NH:9]2)=[CH:4][CH:3]=1.[O:13](C(OC(C)(C)C)=O)[C:14]([O:16][C:17]([CH3:20])([CH3:19])[CH3:18])=O, predict the reaction product. The product is: [CH3:1][C:2]1[N:11]=[C:10]2[C:5]([C:6](=[O:12])[CH2:7][CH2:8][N:9]2[C:14]([O:16][C:17]([CH3:20])([CH3:19])[CH3:18])=[O:13])=[CH:4][CH:3]=1. (4) Given the reactants Br.[CH:2]1([NH:5][C:6]2[CH:11]=[CH:10][N:9]3[CH:12]=[C:13]([C:15]4[CH:20]=[CH:19][C:18]([OH:21])=[CH:17][CH:16]=4)[N:14]=[C:8]3[CH:7]=2)[CH2:4][CH2:3]1.C([O-])([O-])=O.[Cs+].[Cs+].Br[CH2:29][CH2:30][CH2:31][F:32], predict the reaction product. The product is: [CH:2]1([NH:5][C:6]2[CH:11]=[CH:10][N:9]3[CH:12]=[C:13]([C:15]4[CH:20]=[CH:19][C:18]([O:21][CH2:29][CH2:30][CH2:31][F:32])=[CH:17][CH:16]=4)[N:14]=[C:8]3[CH:7]=2)[CH2:4][CH2:3]1. (5) The product is: [Cl:36][C:37]1[CH:38]=[C:39]([C:40]2[N:42]=[C:10]([C:5]3[CH:6]=[CH:7][CH:8]=[C:9]4[C:4]=3[CH:3]=[CH:2][NH:1]4)[O:12][N:41]=2)[CH:44]=[CH:45][C:46]=1[O:47][CH:48]([CH3:50])[CH3:49]. Given the reactants [NH:1]1[C:9]2[CH:8]=[CH:7][CH:6]=[C:5]([C:10]([OH:12])=O)[C:4]=2[CH:3]=[CH:2]1.Cl.CN(C)CCCN=C=NCC.O.N1(O)C2C=CC=CC=2N=N1.[Cl:36][C:37]1[CH:38]=[C:39]([CH:44]=[CH:45][C:46]=1[O:47][CH:48]([CH3:50])[CH3:49])[C:40]([NH:42]O)=[NH:41], predict the reaction product. (6) Given the reactants [N+:1]([C:4]1[CH:5]=[C:6]([CH2:10][C:11]([NH:13][C@H:14]([C:16]([OH:18])=O)[CH3:15])=[O:12])[CH:7]=[CH:8][CH:9]=1)([O-:3])=[O:2].[NH2:19][CH:20]([CH2:25][C:26]1[CH:31]=[CH:30][CH:29]=[C:28]([OH:32])[CH:27]=1)[C:21]([O:23][CH3:24])=[O:22], predict the reaction product. The product is: [N+:1]([C:4]1[CH:5]=[C:6]([CH2:10][C:11]([NH:13][C@H:14]([C:16]([NH:19][CH:20]([CH2:25][C:26]2[CH:31]=[CH:30][CH:29]=[C:28]([OH:32])[CH:27]=2)[C:21]([O:23][CH3:24])=[O:22])=[O:18])[CH3:15])=[O:12])[CH:7]=[CH:8][CH:9]=1)([O-:3])=[O:2].